From a dataset of Reaction yield outcomes from USPTO patents with 853,638 reactions. Predict the reaction yield, written as a fraction of the theoretical maximum amount of product (1.0 means a 100% yield; for example, 0.34 means a 34% yield). (1) The reactants are [CH:1]([C:4]1[CH:9]=[CH:8][C:7]([C:10]2[C:14]3[C:15]([CH3:21])=[CH:16][C:17]([CH3:20])=[C:18]([CH3:19])[C:13]=3[O:12][CH:11]=2)=[C:6]([O:22][CH3:23])[CH:5]=1)([CH3:3])[CH3:2]. The catalyst is CO. The product is [CH:1]([C:4]1[CH:9]=[CH:8][C:7]([CH:10]2[C:14]3[C:15]([CH3:21])=[CH:16][C:17]([CH3:20])=[C:18]([CH3:19])[C:13]=3[O:12][CH2:11]2)=[C:6]([O:22][CH3:23])[CH:5]=1)([CH3:3])[CH3:2]. The yield is 0.790. (2) The reactants are C([O-])([O-])=O.[Cs+].[Cs+].[CH2:7]([O:9][C:10](=[O:19])[C:11]1[CH:16]=[CH:15][C:14]([OH:17])=[C:13]([OH:18])[CH:12]=1)[CH3:8].Br[CH2:21][CH2:22]Br. The catalyst is CN(C=O)C. The product is [CH2:7]([O:9][C:10]([C:11]1[CH:16]=[CH:15][C:14]2[O:17][CH2:21][CH2:22][O:18][C:13]=2[CH:12]=1)=[O:19])[CH3:8]. The yield is 0.290. (3) The reactants are [OH:1][C:2]1[CH:3]=[C:4]([C:9]2[CH:14]=[CH:13][CH:12]=[C:11]([OH:15])[CH:10]=2)[CH:5]=[C:6]([OH:8])[CH:7]=1.[C:16](=[O:18])=[O:17].O[CH2:20]C(CO)O. No catalyst specified. The product is [CH3:20][O:17][C:16]([C:7]1[C:2]([OH:1])=[CH:3][C:4]([C:9]2[CH:14]=[CH:13][CH:12]=[C:11]([OH:15])[CH:10]=2)=[CH:5][C:6]=1[OH:8])=[O:18]. The yield is 0.260. (4) The reactants are C(OC(=O)[NH:7][C:8]1[N:12]([CH3:13])[N:11]=[C:10]([C:14]([CH3:17])([CH3:16])[CH3:15])[C:9]=1Br)(C)(C)C.[N:20]1[CH:25]=[CH:24][CH:23]=[C:22](B(O)O)[CH:21]=1.C([O-])([O-])=O.[Na+].[Na+]. The catalyst is C(O)C.C1C=CC([P]([Pd]([P](C2C=CC=CC=2)(C2C=CC=CC=2)C2C=CC=CC=2)([P](C2C=CC=CC=2)(C2C=CC=CC=2)C2C=CC=CC=2)[P](C2C=CC=CC=2)(C2C=CC=CC=2)C2C=CC=CC=2)(C2C=CC=CC=2)C2C=CC=CC=2)=CC=1. The product is [C:14]([C:10]1[C:9]([C:22]2[CH:21]=[N:20][CH:25]=[CH:24][CH:23]=2)=[C:8]([NH2:7])[N:12]([CH3:13])[N:11]=1)([CH3:15])([CH3:16])[CH3:17]. The yield is 0.250. (5) The reactants are Br[C:2]1[CH:10]=[CH:9][CH:8]=[C:7]2[C:3]=1[CH:4]=[CH:5][NH:6]2.[F:11][C:12]([F:23])([F:22])[C:13]1[CH:14]=[C:15](B(O)O)[CH:16]=[CH:17][CH:18]=1.[OH-].[Na+]. The catalyst is C1COCC1.[Pd].C(OCC)(=O)C. The product is [F:11][C:12]([F:23])([F:22])[C:13]1[CH:18]=[C:17]([C:2]2[CH:10]=[CH:9][CH:8]=[C:7]3[C:3]=2[CH:4]=[CH:5][NH:6]3)[CH:16]=[CH:15][CH:14]=1. The yield is 0.890. (6) The reactants are [OH:1][CH2:2][C@H:3]1[O:11][C@H:10]2[C@H:6]([N:7]=[C:8]([NH:12][CH3:13])[S:9]2)[C@@H:5]([OH:14])[C@@H:4]1[OH:15].C([O-])(O)=O.[Na+].Cl[C:22]([O:24][CH2:25][C:26]1[CH:31]=[CH:30][CH:29]=[CH:28][CH:27]=1)=[O:23]. The catalyst is C1COCC1.O. The product is [OH:15][C@@H:4]1[C@@H:3]([CH2:2][OH:1])[O:11][C@H:10]2[C@H:6]([N:7]=[C:8]([N:12]([CH3:13])[C:22](=[O:23])[O:24][CH2:25][C:26]3[CH:31]=[CH:30][CH:29]=[CH:28][CH:27]=3)[S:9]2)[C@H:5]1[OH:14]. The yield is 0.730. (7) The reactants are [C:1]([O:5][C:6](=[O:20])[NH:7][CH:8]1[CH2:17][C:16]2[C:11](=[CH:12][CH:13]=[C:14]([C:18]#[N:19])[CH:15]=2)[NH:10][CH2:9]1)([CH3:4])([CH3:3])[CH3:2].[Cl:21][C:22]1[CH:23]=[C:24]([CH:27]=[CH:28][CH:29]=1)[CH:25]=O.[BH-](OC(C)=O)(OC(C)=O)OC(C)=O.[Na+].C(O)(=O)C. The catalyst is ClCCCl. The product is [C:1]([O:5][C:6](=[O:20])[NH:7][CH:8]1[CH2:17][C:16]2[C:11](=[CH:12][CH:13]=[C:14]([C:18]#[N:19])[CH:15]=2)[N:10]([CH2:25][C:24]2[CH:27]=[CH:28][CH:29]=[C:22]([Cl:21])[CH:23]=2)[CH2:9]1)([CH3:4])([CH3:2])[CH3:3]. The yield is 0.480.